The task is: Predict the reactants needed to synthesize the given product.. This data is from Full USPTO retrosynthesis dataset with 1.9M reactions from patents (1976-2016). (1) Given the product [Cl:1][C:2]1[CH:9]=[CH:8][C:5]([CH2:6][NH:7][C:33]([C:29]2[N:30]([CH3:32])[CH:31]=[C:27]([NH:26][C:24]([C:19]3[C:18]([C:15]4[CH:14]=[CH:13][C:12]([C:11]([F:37])([F:10])[F:36])=[CH:17][CH:16]=4)=[CH:23][CH:22]=[CH:21][CH:20]=3)=[O:25])[CH:28]=2)=[O:34])=[CH:4][CH:3]=1, predict the reactants needed to synthesize it. The reactants are: [Cl:1][C:2]1[CH:9]=[CH:8][C:5]([CH2:6][NH2:7])=[CH:4][CH:3]=1.[F:10][C:11]([F:37])([F:36])[C:12]1[CH:17]=[CH:16][C:15]([C:18]2[C:19]([C:24]([NH:26][C:27]3[CH:28]=[C:29]([C:33](O)=[O:34])[N:30]([CH3:32])[CH:31]=3)=[O:25])=[CH:20][CH:21]=[CH:22][CH:23]=2)=[CH:14][CH:13]=1.CN(C(ON1N=NC2C=CC=CC1=2)=[N+](C)C)C.[B-](F)(F)(F)F.C(N(C(C)C)C(C)C)C.ClCl. (2) Given the product [CH3:21][O:20][C:3]1[C:4]([NH:10][C:11]2[CH:12]=[C:13]3[C:17](=[CH:18][CH:19]=2)[NH:16][N:15]=[CH:14]3)=[N:5][C:6]([S:8][CH3:9])=[N:7][C:2]=1[O:23][CH3:22], predict the reactants needed to synthesize it. The reactants are: Cl[C:2]1[N:7]=[C:6]([S:8][CH3:9])[N:5]=[C:4]([NH:10][C:11]2[CH:12]=[C:13]3[C:17](=[CH:18][CH:19]=2)[NH:16][N:15]=[CH:14]3)[C:3]=1[O:20][CH3:21].[CH3:22][OH:23].